From a dataset of Reaction yield outcomes from USPTO patents with 853,638 reactions. Predict the reaction yield, written as a fraction of the theoretical maximum amount of product (1.0 means a 100% yield; for example, 0.34 means a 34% yield). (1) The reactants are [NH:1]1[CH2:6][CH2:5][CH2:4][CH2:3][CH:2]1[C:7]([OH:9])=[O:8].[C:10](OC(=O)C)(=[O:12])C.O. The catalyst is C(O)=O.CO. The product is [CH:10]([N:1]1[CH2:6][CH2:5][CH2:4][CH2:3][CH:2]1[C:7]([OH:9])=[O:8])=[O:12]. The yield is 0.980. (2) The reactants are [Br:1][C:2]1[CH:7]=[CH:6][C:5]([CH:8]([CH2:12][CH3:13])[C:9](O)=[O:10])=[CH:4][CH:3]=1.CCOC(C)=O. The catalyst is C1COCC1. The product is [Br:1][C:2]1[CH:3]=[CH:4][C:5]([CH:8]([CH2:12][CH3:13])[CH2:9][OH:10])=[CH:6][CH:7]=1. The yield is 0.960. (3) The reactants are [CH3:1][Li].[OH:3][CH:4]1[CH2:9][CH2:8][CH:7]([C:10]([OH:12])=O)[CH2:6][CH2:5]1. The catalyst is C1COCC1. The product is [OH:3][CH:4]1[CH2:5][CH2:6][CH:7]([C:10](=[O:12])[CH3:1])[CH2:8][CH2:9]1. The yield is 0.420.